From a dataset of Reaction yield outcomes from USPTO patents with 853,638 reactions. Predict the reaction yield, written as a fraction of the theoretical maximum amount of product (1.0 means a 100% yield; for example, 0.34 means a 34% yield). (1) The reactants are [CH3:1][NH:2][CH2:3][C@@H:4]([C:17]1[CH:26]=[CH:25][C:24]2[C:19](=[CH:20][CH:21]=[CH:22][CH:23]=2)[CH:18]=1)[C@H:5]([C:11]1[CH:16]=[CH:15][CH:14]=[CH:13][CH:12]=1)[O:6][CH2:7][C:8]([OH:10])=O.C([O-])(=O)C.[Na+].C1(C)C=CC=CC=1.C(=O)(O)[O-].[Na+]. The catalyst is CCOC(C)=O. The product is [CH3:1][N:2]1[CH2:3][C@@H:4]([C:17]2[CH:26]=[CH:25][C:24]3[C:19](=[CH:20][CH:21]=[CH:22][CH:23]=3)[CH:18]=2)[C@H:5]([C:11]2[CH:16]=[CH:15][CH:14]=[CH:13][CH:12]=2)[O:6][CH2:7][C:8]1=[O:10]. The yield is 0.940. (2) The reactants are [O:1]1CCC[CH2:2]1.[NH2:6][C:7]1[C:12]([NH:13][CH3:14])=[CH:11][CH:10]=[CH:9][C:8]=1[C:15]1[CH:20]=[CH:19][CH:18]=[C:17]([C:21]([O:23][CH2:24][CH3:25])=[O:22])[CH:16]=1. The catalyst is C(OCC)(=O)C. The product is [CH3:14][N:13]1[C:12]2[CH:11]=[CH:10][CH:9]=[C:8]([C:15]3[CH:16]=[C:17]([CH:18]=[CH:19][CH:20]=3)[C:21]([O:23][CH2:24][CH3:25])=[O:22])[C:7]=2[NH:6][C:2]1=[O:1]. The yield is 0.980. (3) The reactants are C([NH:5][S:6]([C:9]1[CH:14]=[CH:13][C:12]([C:15]2[N:16]=[CH:17][N:18]([C:20]3[N:25]=[C:24]([CH3:26])[CH:23]=[C:22]([C:27]4[CH:32]=[CH:31][C:30]([Cl:33])=[CH:29][CH:28]=4)[N:21]=3)[CH:19]=2)=[CH:11][CH:10]=1)(=[O:8])=[O:7])(C)(C)C.C(O)(C(F)(F)F)=O. The catalyst is ClCCl. The product is [Cl:33][C:30]1[CH:29]=[CH:28][C:27]([C:22]2[CH:23]=[C:24]([CH3:26])[N:25]=[C:20]([N:18]3[CH:19]=[C:15]([C:12]4[CH:13]=[CH:14][C:9]([S:6]([NH2:5])(=[O:7])=[O:8])=[CH:10][CH:11]=4)[N:16]=[CH:17]3)[N:21]=2)=[CH:32][CH:31]=1. The yield is 0.120. (4) The reactants are [CH3:1][O:2][C:3]1[CH:11]=[C:10]2[C:6]([CH:7]=[CH:8][NH:9]2)=[CH:5][CH:4]=1.[S-:12][C:13]#[N:14].[NH4+]. The catalyst is CO.O. The product is [CH3:1][O:2][C:3]1[CH:11]=[C:10]2[C:6]([C:7]([S:12][C:13]#[N:14])=[CH:8][NH:9]2)=[CH:5][CH:4]=1. The yield is 0.290.